The task is: Regression. Given two drug SMILES strings and cell line genomic features, predict the synergy score measuring deviation from expected non-interaction effect.. This data is from NCI-60 drug combinations with 297,098 pairs across 59 cell lines. (1) Drug 2: C1C(C(OC1N2C=NC3=C(N=C(N=C32)Cl)N)CO)O. Cell line: 786-0. Drug 1: COC1=CC(=CC(=C1O)OC)C2C3C(COC3=O)C(C4=CC5=C(C=C24)OCO5)OC6C(C(C7C(O6)COC(O7)C8=CC=CS8)O)O. Synergy scores: CSS=9.05, Synergy_ZIP=-4.68, Synergy_Bliss=-4.54, Synergy_Loewe=-9.62, Synergy_HSA=-3.51. (2) Drug 1: CC1OCC2C(O1)C(C(C(O2)OC3C4COC(=O)C4C(C5=CC6=C(C=C35)OCO6)C7=CC(=C(C(=C7)OC)O)OC)O)O. Drug 2: C1CCC(CC1)NC(=O)N(CCCl)N=O. Cell line: IGROV1. Synergy scores: CSS=41.7, Synergy_ZIP=3.68, Synergy_Bliss=3.96, Synergy_Loewe=7.96, Synergy_HSA=9.56. (3) Drug 1: C1CN1C2=NC(=NC(=N2)N3CC3)N4CC4. Drug 2: COCCOC1=C(C=C2C(=C1)C(=NC=N2)NC3=CC=CC(=C3)C#C)OCCOC.Cl. Cell line: RXF 393. Synergy scores: CSS=4.98, Synergy_ZIP=-2.14, Synergy_Bliss=-1.43, Synergy_Loewe=-1.53, Synergy_HSA=-1.81.